From a dataset of Full USPTO retrosynthesis dataset with 1.9M reactions from patents (1976-2016). Predict the reactants needed to synthesize the given product. Given the product [Br:18][CH2:19][CH2:20][CH2:21][CH2:22][CH2:23][N:12]1[C:11]([O:15][CH3:16])=[N:10][C:9]2[C:13]1=[N:14][C:6]([O:5][CH2:1][CH2:2][CH2:3][CH3:4])=[N:7][C:8]=2[NH2:17], predict the reactants needed to synthesize it. The reactants are: [CH2:1]([O:5][C:6]1[N:14]=[C:13]2[C:9]([NH:10][C:11]([O:15][CH3:16])=[N:12]2)=[C:8]([NH2:17])[N:7]=1)[CH2:2][CH2:3][CH3:4].[Br:18][CH2:19][CH2:20][CH2:21][CH2:22][CH2:23]CCBr.